From a dataset of Reaction yield outcomes from USPTO patents with 853,638 reactions. Predict the reaction yield, written as a fraction of the theoretical maximum amount of product (1.0 means a 100% yield; for example, 0.34 means a 34% yield). (1) The reactants are [N:1]1([C:7]([O:9][C:10]([CH3:13])([CH3:12])[CH3:11])=[O:8])[CH2:6][CH2:5][NH:4][CH2:3][CH2:2]1.Br[C:15]1[CH:20]=[CH:19][C:18]([C:21]([F:24])([F:23])[F:22])=[CH:17][CH:16]=1.C1C=CC(P(C2C(C3C(P(C4C=CC=CC=4)C4C=CC=CC=4)=CC=C4C=3C=CC=C4)=C3C(C=CC=C3)=CC=2)C2C=CC=CC=2)=CC=1.CC([O-])(C)C.[Na+]. The catalyst is C1C=CC(/C=C/C(/C=C/C2C=CC=CC=2)=O)=CC=1.C1C=CC(/C=C/C(/C=C/C2C=CC=CC=2)=O)=CC=1.C1C=CC(/C=C/C(/C=C/C2C=CC=CC=2)=O)=CC=1.[Pd].[Pd].C1(C)C=CC=CC=1. The product is [F:22][C:21]([F:24])([F:23])[C:18]1[CH:19]=[CH:20][C:15]([N:4]2[CH2:5][CH2:6][N:1]([C:7]([O:9][C:10]([CH3:13])([CH3:12])[CH3:11])=[O:8])[CH2:2][CH2:3]2)=[CH:16][CH:17]=1. The yield is 0.780. (2) The reactants are [SH:1][C:2]1[O:3][C:4]2[C:9]([C:10](=[O:13])[C:11]=1[CH3:12])=[CH:8][CH:7]=[CH:6][CH:5]=2.[C:14](=O)([O-])[O-].[K+].[K+].IC.Cl. The catalyst is CC(C)=O.O. The product is [CH3:12][C:11]1[C:10](=[O:13])[C:9]2[C:4](=[CH:5][CH:6]=[CH:7][CH:8]=2)[O:3][C:2]=1[S:1][CH3:14]. The yield is 0.800. (3) The reactants are [C:1]1([NH2:11])[C:10]2[C:5](=[CH:6][CH:7]=[CH:8][CH:9]=2)[CH:4]=[CH:3][CH:2]=1.[C:12]1(=[O:18])[O:17][C:15](=[O:16])[CH2:14][CH2:13]1. The catalyst is O1CCOCC1. The product is [C:1]1([NH:11][C:12](=[O:18])[CH2:13][CH2:14][C:15]([OH:17])=[O:16])[C:10]2[C:5](=[CH:6][CH:7]=[CH:8][CH:9]=2)[CH:4]=[CH:3][CH:2]=1. The yield is 0.930.